This data is from Catalyst prediction with 721,799 reactions and 888 catalyst types from USPTO. The task is: Predict which catalyst facilitates the given reaction. Reactant: [OH:1][C:2]1[CH:3]=[C:4]2[C:9](=[CH:10][CH:11]=1)[N:8]=[CH:7][CH:6]=[CH:5]2.C(=O)([O-])[O-].[K+].[K+].[CH2:18]([O:25][C@H:26]([C@H:28]([N:36]1[CH:40]=[C:39]([C:41]([NH2:43])=[O:42])[N:38]=[CH:37]1)[CH2:29][CH2:30]OS(C)(=O)=O)[CH3:27])[C:19]1[CH:24]=[CH:23][CH:22]=[CH:21][CH:20]=1.O. Product: [CH2:18]([O:25][C@H:26]([C@H:28]([N:36]1[CH:40]=[C:39]([C:41]([NH2:43])=[O:42])[N:38]=[CH:37]1)[CH2:29][CH2:30][O:1][C:2]1[CH:3]=[C:4]2[C:9](=[CH:10][CH:11]=1)[N:8]=[CH:7][CH:6]=[CH:5]2)[CH3:27])[C:19]1[CH:24]=[CH:23][CH:22]=[CH:21][CH:20]=1. The catalyst class is: 3.